From a dataset of Full USPTO retrosynthesis dataset with 1.9M reactions from patents (1976-2016). Predict the reactants needed to synthesize the given product. (1) Given the product [OH:47][C:41]1[CH:42]=[C:43]([OH:46])[CH:44]=[CH:45][C:40]=1[C:38](=[O:39])[CH2:13][C:12]1[CH:11]=[CH:10][C:5]([C:6]([O:8][CH3:9])=[O:7])=[CH:4][C:3]=1[O:2][CH3:1], predict the reactants needed to synthesize it. The reactants are: [CH3:1][O:2][C:3]1[CH:4]=[C:5]([CH:10]=[CH:11][C:12]=1[CH3:13])[C:6]([O:8][CH3:9])=[O:7].COC1C=C(C=CC=1C)C(O)=O.ClC1C=C(C=CC=1C[C:38]([C:40]1[CH:45]=[CH:44][C:43]([OH:46])=[CH:42][C:41]=1[OH:47])=[O:39])C(OC)=O. (2) Given the product [CH3:22][O:23][C:24](=[O:34])[CH2:25][CH2:26][CH2:27][CH2:28][CH2:29][CH2:30][C:31](=[O:32])[NH:12][CH2:13][CH:14]([OH:15])[C:16]1[CH:21]=[CH:20][CH:19]=[CH:18][CH:17]=1, predict the reactants needed to synthesize it. The reactants are: CN(C)CCCN=C=NCC.[NH2:12][CH2:13][CH:14]([C:16]1[CH:21]=[CH:20][CH:19]=[CH:18][CH:17]=1)[OH:15].[CH3:22][O:23][C:24](=[O:34])[CH2:25][CH2:26][CH2:27][CH2:28][CH2:29][CH2:30][C:31](O)=[O:32].ON1C2C=CC=CC=2N=N1. (3) Given the product [F:20][CH:2]([F:1])[O:3][C:4]1[C:9]2[O:10][C:11]3[CH:16]=[CH:15][N:14]=[CH:13][C:12]=3[C:8]=2[C:7]([C:17]([O:19][C:23]2[CH:22]=[CH:21][C:26]([N+:27]([O-:29])=[O:28])=[CH:25][CH:24]=2)=[O:18])=[CH:6][CH:5]=1, predict the reactants needed to synthesize it. The reactants are: [F:1][CH:2]([F:20])[O:3][C:4]1[C:9]2[O:10][C:11]3[CH:16]=[CH:15][N:14]=[CH:13][C:12]=3[C:8]=2[C:7]([C:17]([OH:19])=[O:18])=[CH:6][CH:5]=1.[CH:21]1[C:26]([N+:27]([O-:29])=[O:28])=[CH:25][CH:24]=[C:23](O)[CH:22]=1.CCN=C=NCCCN(C)C.CC1(C)C=CN=C(N)C1. (4) The reactants are: Cl.[F:2][C:3]1[CH:8]=[CH:7][C:6]([CH:9]([C:17]2[CH:22]=[CH:21][C:20]([F:23])=[CH:19][CH:18]=2)[CH:10]2[C:15](=[O:16])[CH2:14][CH2:13][NH:12][CH2:11]2)=[CH:5][CH:4]=1.[C:24]([C:26]1[CH:33]=[CH:32][C:29]([CH2:30]Br)=[CH:28][CH:27]=1)#[N:25].C(=O)([O-])[O-].[K+].[K+]. Given the product [F:2][C:3]1[CH:8]=[CH:7][C:6]([CH:9]([C:17]2[CH:18]=[CH:19][C:20]([F:23])=[CH:21][CH:22]=2)[CH:10]2[C:15](=[O:16])[CH2:14][CH2:13][N:12]([CH2:30][C:29]3[CH:32]=[CH:33][C:26]([C:24]#[N:25])=[CH:27][CH:28]=3)[CH2:11]2)=[CH:5][CH:4]=1, predict the reactants needed to synthesize it. (5) Given the product [ClH:25].[O:1]=[C:2]1[C:10]2[C:5](=[CH:6][C:7]([O:11][CH2:12][C:13]3[CH:14]=[N:15][CH:16]=[CH:17][CH:18]=3)=[CH:8][CH:9]=2)[C:4](=[O:19])[N:3]1[CH2:20][C:21]([OH:23])=[O:22], predict the reactants needed to synthesize it. The reactants are: [O:1]=[C:2]1[C:10]2[C:5](=[CH:6][C:7]([O:11][CH2:12][C:13]3[CH:14]=[N:15][CH:16]=[CH:17][CH:18]=3)=[CH:8][CH:9]=2)[C:4](=[O:19])[N:3]1[CH2:20][C:21]([O:23]C)=[O:22].[ClH:25]. (6) Given the product [CH3:41][O:40][C:38]([NH:37][C@H:36]([C:35]([NH:34][CH2:33][CH2:32][N:31]([CH3:56])[C@H:10]1[C@H:11]([N:13]([CH2:26][CH2:27][CH:28]([CH3:29])[CH3:30])[S:14]([C:17]2[CH:18]=[CH:19][C:20]([N+:23]([O-:25])=[O:24])=[CH:21][CH:22]=2)(=[O:16])=[O:15])[CH2:12][NH:8][CH2:9]1)=[O:55])[CH:42]([C:49]1[CH:54]=[CH:53][CH:52]=[CH:51][CH:50]=1)[C:43]1[CH:48]=[CH:47][CH:46]=[CH:45][CH:44]=1)=[O:39], predict the reactants needed to synthesize it. The reactants are: C([N:8]1[CH2:12][C@@H:11]([N:13]([CH2:26][CH2:27][CH:28]([CH3:30])[CH3:29])[S:14]([C:17]2[CH:22]=[CH:21][C:20]([N+:23]([O-:25])=[O:24])=[CH:19][CH:18]=2)(=[O:16])=[O:15])[C@H:10]([N:31]([CH3:56])[CH2:32][CH2:33][NH:34][C:35](=[O:55])[C@H:36]([CH:42]([C:49]2[CH:54]=[CH:53][CH:52]=[CH:51][CH:50]=2)[C:43]2[CH:48]=[CH:47][CH:46]=[CH:45][CH:44]=2)[NH:37][C:38]([O:40][CH3:41])=[O:39])[CH2:9]1)C1C=CC=CC=1.ClC(OC(Cl)C)=O. (7) The reactants are: [Cl-].[Al+3].[Cl-].[Cl-].[Cl:5][C:6]1[CH:11]=[CH:10][CH:9]=[C:8]([Cl:12])[C:7]=1[C:13]1[CH:17]=[CH:16][NH:15][CH:14]=1.[Cl:18][C:19]1[N:27]=[CH:26][CH:25]=[CH:24][C:20]=1[C:21](Cl)=[O:22]. Given the product [Cl:18][C:19]1[C:20]([C:21]([C:14]2[NH:15][CH:16]=[CH:17][C:13]=2[C:7]2[C:6]([Cl:5])=[CH:11][CH:10]=[CH:9][C:8]=2[Cl:12])=[O:22])=[CH:24][CH:25]=[CH:26][N:27]=1, predict the reactants needed to synthesize it. (8) Given the product [OH:35][CH:11]([CH2:12][OH:5])[CH:10]([C:13]1[C:22]2[O:21][CH2:20][C:19]3=[C:23]([C:26]([O:28][CH2:29][CH3:30])=[O:27])[N:24]=[CH:25][N:18]3[C:17]=2[CH:16]=[CH:15][CH:14]=1)[CH3:9], predict the reactants needed to synthesize it. The reactants are: C[N+]1([O-])CC[O:5]CC1.[CH3:9][CH:10]([C:13]1[C:22]2[O:21][CH2:20][C:19]3=[C:23]([C:26]([O:28][CH2:29][CH3:30])=[O:27])[N:24]=[CH:25][N:18]3[C:17]=2[CH:16]=[CH:15][CH:14]=1)[CH:11]=[CH2:12].CC(C)=O.[OH2:35].